This data is from Full USPTO retrosynthesis dataset with 1.9M reactions from patents (1976-2016). The task is: Predict the reactants needed to synthesize the given product. The reactants are: [Cr](O[Cr]([O-])(=O)=O)([O-])(=O)=[O:2].[NH+]1C=CC=CC=1.[NH+]1C=CC=CC=1.[F:22][C:23]1[C:24]([O:41][CH3:42])=[C:25]([CH:39]=[O:40])[CH:26]=[C:27]([C:29]2[CH:34]=[CH:33][C:32]([C:35]([F:38])([F:37])[F:36])=[CH:31][CH:30]=2)[CH:28]=1. Given the product [F:22][C:23]1[C:24]([O:41][CH3:42])=[C:25]([C:39]([OH:2])=[O:40])[CH:26]=[C:27]([C:29]2[CH:34]=[CH:33][C:32]([C:35]([F:38])([F:37])[F:36])=[CH:31][CH:30]=2)[CH:28]=1, predict the reactants needed to synthesize it.